Predict the product of the given reaction. From a dataset of Forward reaction prediction with 1.9M reactions from USPTO patents (1976-2016). (1) Given the reactants O[O:2][S:3]([O-:5])=O.[K+].[CH2:7]([C:11]1([CH2:31][CH2:32][CH2:33][CH3:34])[CH2:17][N:16]([C:18]2[CH:23]=[CH:22][C:21]([O:24][CH3:25])=[CH:20][CH:19]=2)[C:15]2[CH:26]=[C:27]([F:30])[CH:28]=[CH:29][C:14]=2S[CH2:12]1)[CH2:8][CH2:9][CH3:10], predict the reaction product. The product is: [CH2:7]([C:11]1([CH2:31][CH2:32][CH2:33][CH3:34])[CH2:17][N:16]([C:18]2[CH:19]=[CH:20][C:21]([O:24][CH3:25])=[CH:22][CH:23]=2)[C:15]2[CH:26]=[C:27]([F:30])[CH:28]=[CH:29][C:14]=2[S:3](=[O:5])(=[O:2])[CH2:12]1)[CH2:8][CH2:9][CH3:10]. (2) Given the reactants [CH3:1][S:2][C:3]1[S:4][C:5]2[C:10](=O)[N:9]=[CH:8][NH:7][C:6]=2[N:12]=1.P(Cl)(Cl)([Cl:15])=O, predict the reaction product. The product is: [Cl:15][C:10]1[C:5]2[S:4][C:3]([S:2][CH3:1])=[N:12][C:6]=2[N:7]=[CH:8][N:9]=1. (3) The product is: [O:21]=[C:15]1[CH:14]([N:7]2[C:6](=[O:22])[C:5]3[C:9](=[CH:10][CH:11]=[CH:12][C:4]=3[CH2:3][NH:2][C:28](=[O:29])[C:27]3[CH:31]=[CH:32][C:24]([F:23])=[C:25]([C:33]([F:36])([F:34])[F:35])[CH:26]=3)[C:8]2=[O:13])[CH2:19][CH2:18][C:17](=[O:20])[NH:16]1. Given the reactants Cl.[NH2:2][CH2:3][C:4]1[CH:12]=[CH:11][CH:10]=[C:9]2[C:5]=1[C:6](=[O:22])[N:7]([CH:14]1[CH2:19][CH2:18][C:17](=[O:20])[NH:16][C:15]1=[O:21])[C:8]2=[O:13].[F:23][C:24]1[CH:32]=[CH:31][C:27]([C:28](Cl)=[O:29])=[CH:26][C:25]=1[C:33]([F:36])([F:35])[F:34].C(N(C(C)C)CC)(C)C, predict the reaction product.